The task is: Regression. Given a target protein amino acid sequence and a drug SMILES string, predict the binding affinity score between them. We predict pKd (pKd = -log10(Kd in M); higher means stronger binding). Dataset: bindingdb_kd.. This data is from Drug-target binding data from BindingDB using Kd measurements. The drug is CSc1cccc(Nc2ncc3cc(-c4c(Cl)cccc4Cl)c(=O)n(C)c3n2)c1. The target protein (Q8WXR4) has sequence MKHLYGLFHYNPMMLGLESLPDPTDTWEIIETIGKGTYGKVYKVTNKRDGSLAAVKILDPVSDMDEEIEAEYNILQFLPNHPNVVKFYGMFYKADHCVGGQLWLVLELCNGGSVTELVKGLLRCGQRLDEAMISYILYGALLGLQHLHNNRIIHRDVKGNNILLTTEGGVKLVDFGVSAQLTSTRLRRNTSVGTPFWMAPEVIACEQQYDSSYDARCDVWSLGITAIELGDGDPPLFDMHPVKTLFKIPRNPPPTLLHPEKWCEEFNHFISQCLIKDFERRPSVTHLLDHPFIKGVHGKVLFLQKQLAKVLQDQKHQNPVAKTRHERMHTRRPYHVEDAEKYCLEDDLVNLEVLDEDTIIHQLQKRYADLLIYTYVGDILIALNPFQNLSIYSPQFSRLYHGVKRASNPPHIFASADAAYQCMVTLSKDQCIVISGESGSGKTESAHLIVQHLTFLGKANNQTLREKILQVNSLVEAFGNSCTAINDNSSRFGKYLEMMF.... The pKd is 5.0.